The task is: Predict the reactants needed to synthesize the given product.. This data is from Full USPTO retrosynthesis dataset with 1.9M reactions from patents (1976-2016). Given the product [Br:1][C:2]1[CH:10]=[CH:9][C:5]([C:6]([NH:26][C:22]2[CH:21]=[C:20]([CH:19]([F:27])[F:18])[CH:25]=[CH:24][N:23]=2)=[O:8])=[CH:4][C:3]=1[F:11], predict the reactants needed to synthesize it. The reactants are: [Br:1][C:2]1[CH:10]=[CH:9][C:5]([C:6]([OH:8])=O)=[CH:4][C:3]=1[F:11].C(Cl)(=O)C(Cl)=O.[F:18][CH:19]([F:27])[C:20]1[CH:25]=[CH:24][N:23]=[C:22]([NH2:26])[CH:21]=1.